This data is from Reaction yield outcomes from USPTO patents with 853,638 reactions. The task is: Predict the reaction yield, written as a fraction of the theoretical maximum amount of product (1.0 means a 100% yield; for example, 0.34 means a 34% yield). The reactants are [CH2:1]([N:3]([CH2:14][CH3:15])[CH2:4][CH2:5][O:6][C:7]1[CH:12]=[CH:11][C:10]([NH2:13])=[CH:9][CH:8]=1)[CH3:2].O[CH:17]=[C:18]1[C:26]2[C:21](=[CH:22][CH:23]=[CH:24][CH:25]=2)[NH:20][C:19]1=[O:27]. No catalyst specified. The product is [CH2:14]([N:3]([CH2:1][CH3:2])[CH2:4][CH2:5][O:6][C:7]1[CH:8]=[CH:9][C:10]([NH:13][CH:17]=[C:18]2[C:26]3[C:21](=[CH:22][CH:23]=[CH:24][CH:25]=3)[NH:20][C:19]2=[O:27])=[CH:11][CH:12]=1)[CH3:15]. The yield is 0.510.